Dataset: Forward reaction prediction with 1.9M reactions from USPTO patents (1976-2016). Task: Predict the product of the given reaction. (1) The product is: [C:36]([O:35][C:33](=[O:40])[NH:19][CH:17]([C:7]1[N:8]([CH:11]2[CH2:16][CH2:15][CH2:14][CH2:13][O:12]2)[C:9]2[C:5]([N:6]=1)=[C:4]([N:20]1[CH2:25][CH2:24][O:23][CH2:22][CH2:21]1)[N:3]=[C:2]([Cl:1])[N:10]=2)[CH3:18])([CH3:39])([CH3:38])[CH3:37]. Given the reactants [Cl:1][C:2]1[N:10]=[C:9]2[C:5]([N:6]=[C:7]([CH:17]([NH2:19])[CH3:18])[N:8]2[CH:11]2[CH2:16][CH2:15][CH2:14][CH2:13][O:12]2)=[C:4]([N:20]2[CH2:25][CH2:24][O:23][CH2:22][CH2:21]2)[N:3]=1.C(N(CC)CC)C.[C:33](=[O:40])([O:35][C:36]([CH3:39])([CH3:38])[CH3:37])N.[C:33](=[O:40])([O:35][C:36]([CH3:39])([CH3:38])[CH3:37])N, predict the reaction product. (2) Given the reactants [C:1](Cl)(=[O:4])[CH2:2][CH3:3].[CH2:6]([N:14]1[CH2:19][CH2:18][CH:17]([NH:20][C:21]2[CH:26]=[CH:25][CH:24]=[CH:23][CH:22]=2)[CH2:16][CH2:15]1)[CH2:7][C:8]1[CH:13]=[CH:12][CH:11]=[CH:10][CH:9]=1.C(N(CC)CC)C, predict the reaction product. The product is: [CH2:6]([N:14]1[CH2:15][CH2:16][CH:17]([N:20]([C:21]2[CH:26]=[CH:25][CH:24]=[CH:23][CH:22]=2)[C:1](=[O:4])[CH2:2][CH3:3])[CH2:18][CH2:19]1)[CH2:7][C:8]1[CH:9]=[CH:10][CH:11]=[CH:12][CH:13]=1. (3) Given the reactants [CH2:1]([O:8][CH2:9][CH:10]1[CH2:15][C:14](=[O:16])[CH:13]=[CH:12][O:11]1)[C:2]1[CH:7]=[CH:6][CH:5]=[CH:4][CH:3]=1, predict the reaction product. The product is: [CH2:1]([O:8][CH2:9][CH:10]1[CH2:15][C:14](=[O:16])[CH2:13][CH2:12][O:11]1)[C:2]1[CH:3]=[CH:4][CH:5]=[CH:6][CH:7]=1.